This data is from Peptide-MHC class II binding affinity with 134,281 pairs from IEDB. The task is: Regression. Given a peptide amino acid sequence and an MHC pseudo amino acid sequence, predict their binding affinity value. This is MHC class II binding data. (1) The MHC is DRB1_0901 with pseudo-sequence DRB1_0901. The peptide sequence is EAIIRILQQLLFIHF. The binding affinity (normalized) is 0.221. (2) The peptide sequence is TVLAFPAGVCPTIGV. The MHC is HLA-DQA10401-DQB10402 with pseudo-sequence HLA-DQA10401-DQB10402. The binding affinity (normalized) is 0.278. (3) The peptide sequence is VTMLFMLLPTALAFH. The binding affinity (normalized) is 0.993. The MHC is DRB1_0101 with pseudo-sequence DRB1_0101. (4) The peptide sequence is PTVDIEEAPEMPALY. The MHC is HLA-DQA10201-DQB10303 with pseudo-sequence HLA-DQA10201-DQB10303. The binding affinity (normalized) is 0.207. (5) The peptide sequence is EKKYFIATQFEPLAA. The MHC is HLA-DPA10201-DPB10501 with pseudo-sequence HLA-DPA10201-DPB10501. The binding affinity (normalized) is 0.946. (6) The peptide sequence is SMVGLFSNNPHDLPL. The MHC is DRB5_0101 with pseudo-sequence DRB5_0101. The binding affinity (normalized) is 0.299. (7) The peptide sequence is GELQIVDTIDAAFKI. The MHC is DRB1_0701 with pseudo-sequence DRB1_0701. The binding affinity (normalized) is 0.615.